This data is from Catalyst prediction with 721,799 reactions and 888 catalyst types from USPTO. The task is: Predict which catalyst facilitates the given reaction. (1) Reactant: [Cl:1][C:2]1[CH:7]=[CH:6][C:5]([Cl:8])=[CH:4][C:3]=1[OH:9].O[CH:11]([CH2:23][CH3:24])[CH2:12][CH2:13][N:14]([CH3:22])[C:15](=[O:21])[O:16][C:17]([CH3:20])([CH3:19])[CH3:18].C1(P(C2C=CC=CC=2)C2C=CC=CC=2)C=CC=CC=1.N(C(OCC)=O)=NC(OCC)=O. Product: [CH3:20][C:17]([O:16][C:15](=[O:21])[N:14]([CH2:13][CH2:12][CH:11]([O:9][C:3]1[CH:4]=[C:5]([Cl:8])[CH:6]=[CH:7][C:2]=1[Cl:1])[CH2:23][CH3:24])[CH3:22])([CH3:18])[CH3:19]. The catalyst class is: 30. (2) Reactant: [CH2:1]([O:3][C:4](=[O:25])[C:5]1[CH:10]=[CH:9][C:8]([N:11]2[C:19]3[C:14](=[CH:15][CH:16]=[C:17]([N+:20]([O-])=O)[CH:18]=3)[C:13]([C:23]#[N:24])=[CH:12]2)=[CH:7][CH:6]=1)[CH3:2].O1CCCC1. Product: [CH2:1]([O:3][C:4](=[O:25])[C:5]1[CH:6]=[CH:7][C:8]([N:11]2[C:19]3[C:14](=[CH:15][CH:16]=[C:17]([NH2:20])[CH:18]=3)[C:13]([C:23]#[N:24])=[CH:12]2)=[CH:9][CH:10]=1)[CH3:2]. The catalyst class is: 352. (3) Reactant: Br[Zn][CH2:3][C:4]([O:6][CH2:7][CH3:8])=[O:5].C1COCC1.[C:14]1(=[O:20])[CH2:19][CH2:18][CH2:17][CH:16]=[CH:15]1.Cl. Product: [CH2:7]([O:6][C:4](=[O:5])[CH2:3][C:14]1([OH:20])[CH2:19][CH2:18][CH2:17][CH:16]=[CH:15]1)[CH3:8]. The catalyst class is: 13. (4) Reactant: FC(F)(F)S(O[C:7]1[C:11]2[C:12]([O:16][CH3:17])=[N:13][CH:14]=[CH:15][C:10]=2[N:9]([C:18]2[C:23]([F:24])=[CH:22][CH:21]=[CH:20][C:19]=2[F:25])[N:8]=1)(=O)=O.CC1(C)C(C)(C)OB([C:36]2[CH:45]=[CH:44][C:39]([C:40]([O:42][CH3:43])=[O:41])=[CH:38][CH:37]=2)O1.C(=O)([O-])[O-].[K+].[K+]. Product: [F:24][C:23]1[CH:22]=[CH:21][CH:20]=[C:19]([F:25])[C:18]=1[N:9]1[C:10]2[CH:15]=[CH:14][N:13]=[C:12]([O:16][CH3:17])[C:11]=2[C:7]([C:36]2[CH:45]=[CH:44][C:39]([C:40]([O:42][CH3:43])=[O:41])=[CH:38][CH:37]=2)=[N:8]1. The catalyst class is: 18. (5) Reactant: [CH3:1][O:2][C:3](=[O:30])[CH2:4][C:5]1[CH:10]=[CH:9][C:8]([C:11]#[C:12][C:13]2[CH:18]=[C:17]([C:19]([CH3:22])([CH3:21])[CH3:20])[C:16]([O:23][CH:24]([CH3:26])[CH3:25])=[C:15]([CH2:27]O)[C:14]=2[CH3:29])=[CH:7][CH:6]=1.C1(P(C2C=CC=CC=2)C2C=CC=CC=2)C=CC=CC=1.[Br:50]N1C(=O)CCC1=O. Product: [CH3:1][O:2][C:3](=[O:30])[CH2:4][C:5]1[CH:10]=[CH:9][C:8]([C:11]#[C:12][C:13]2[CH:18]=[C:17]([C:19]([CH3:22])([CH3:21])[CH3:20])[C:16]([O:23][CH:24]([CH3:26])[CH3:25])=[C:15]([CH2:27][Br:50])[C:14]=2[CH3:29])=[CH:7][CH:6]=1. The catalyst class is: 4. (6) Reactant: [C:1]([C:4]1[CH:5]=[CH:6][C:7]([C:15]2[CH:24]=[CH:23][CH:22]=[C:21]3[C:16]=2[CH2:17][CH2:18][N:19]([C:25]([O:27][C:28]([CH3:31])([CH3:30])[CH3:29])=[O:26])[CH2:20]3)=[C:8]2[C:12]=1[NH:11][C@H:10]([CH3:13])[C@H:9]2[CH3:14])(=[O:3])[NH2:2].[I:32]N1C(=O)CCC1=O.N1C=CC=CC=1.C(C1C(=O)C(Cl)=C(Cl)C(=O)C=1C#N)#N. Product: [C:1]([C:4]1[CH:5]=[C:6]([I:32])[C:7]([C:15]2[CH:24]=[CH:23][CH:22]=[C:21]3[C:16]=2[CH2:17][CH2:18][N:19]([C:25]([O:27][C:28]([CH3:29])([CH3:31])[CH3:30])=[O:26])[CH2:20]3)=[C:8]2[C:12]=1[NH:11][C:10]([CH3:13])=[C:9]2[CH3:14])(=[O:3])[NH2:2]. The catalyst class is: 7. (7) Reactant: [CH3:1][C:2]([CH3:30])([CH3:29])[C:3]([O:5][CH:6]1[CH2:11]C=C(S(C2C=CC(C)=CC=2)(=O)=O)C[CH:7]1[O:22][C:23](=[O:28])[C:24]([CH3:27])([CH3:26])[CH3:25])=[O:4].C(O[K])(C)(C)C.CC(C)(C)C([O-])=O.[CH2:44]1[C:52]2[CH:47](CC=C[CH:51]=2)[CH2:46][NH:45]1.FC(F)(F)C(O)=O. Product: [CH3:29][C:2]([CH3:30])([CH3:1])[C:3]([O:5][CH:6]1[CH:7]([O:22][C:23](=[O:28])[C:24]([CH3:26])([CH3:25])[CH3:27])[CH2:51][C:52]2[C:47](=[CH:46][NH:45][CH:44]=2)[CH2:11]1)=[O:4]. The catalyst class is: 1. (8) Reactant: [Cl:1][C:2]1[CH:26]=[CH:25][C:5]([C:6]([NH:8][C:9]2[CH:18]=[C:17]3[C:12]([CH:13]=[CH:14][CH:15]=[C:16]3[N:19]3[CH2:24][CH2:23][NH:22][CH2:21][CH2:20]3)=[CH:11][CH:10]=2)=[O:7])=[CH:4][CH:3]=1.[CH2:27]([Li])[CH2:28]CC.C(I)C.[Cl-].[NH4+]. Product: [Cl:1][C:2]1[CH:3]=[CH:4][C:5]([C:6]([NH:8][C:9]2[CH:18]=[C:17]3[C:12]([CH:13]=[CH:14][CH:15]=[C:16]3[N:19]3[CH2:24][CH2:23][N:22]([CH2:27][CH3:28])[CH2:21][CH2:20]3)=[CH:11][CH:10]=2)=[O:7])=[CH:25][CH:26]=1. The catalyst class is: 7.